This data is from Reaction yield outcomes from USPTO patents with 853,638 reactions. The task is: Predict the reaction yield, written as a fraction of the theoretical maximum amount of product (1.0 means a 100% yield; for example, 0.34 means a 34% yield). (1) The reactants are [NH2:1][C:2]1[C:7]2[C:8]([C:11]3[CH:16]=[CH:15][C:14]([O:17][C:18]4[CH:23]=[CH:22][CH:21]=[CH:20][CH:19]=4)=[CH:13][CH:12]=3)=[CH:9][S:10][C:6]=2[C:5](/[CH:24]=[CH:25]/[C:26]([O:28]C(C)(C)C)=[O:27])=[CH:4][N:3]=1.C1(C)C=CC=CC=1. The catalyst is ClCCl.FC(F)(F)C(O)=O. The product is [NH2:1][C:2]1[C:7]2[C:8]([C:11]3[CH:12]=[CH:13][C:14]([O:17][C:18]4[CH:23]=[CH:22][CH:21]=[CH:20][CH:19]=4)=[CH:15][CH:16]=3)=[CH:9][S:10][C:6]=2[C:5](/[CH:24]=[CH:25]/[C:26]([OH:28])=[O:27])=[CH:4][N:3]=1. The yield is 1.00. (2) The product is [CH3:1][O:2][C:3]1[CH:28]=[C:27]([O:29][CH3:30])[CH:26]=[CH:25][C:4]=1[CH2:5][NH:6][C:7]1[C:8]2[CH:15]=[CH:14][N:13]([C@H:16]3[C@@H:20]4[O:21][C:33]([CH3:35])([CH3:34])[O:22][C@@H:19]4[C@@H:18]([CH2:23][OH:24])[O:17]3)[C:9]=2[N:10]=[CH:11][N:12]=1. The reactants are [CH3:1][O:2][C:3]1[CH:28]=[C:27]([O:29][CH3:30])[CH:26]=[CH:25][C:4]=1[CH2:5][NH:6][C:7]1[C:8]2[CH:15]=[CH:14][N:13]([C@H:16]3[C@H:20]([OH:21])[C@H:19]([OH:22])[C@@H:18]([CH2:23][OH:24])[O:17]3)[C:9]=2[N:10]=[CH:11][N:12]=1.CO[C:33](OC)([CH3:35])[CH3:34].C12(CS(O)(=O)=O)C(C)(C)C(CC1)CC2=O.C(=O)(O)[O-].[Na+].CO.O.C1(C)C=CC(S(O)(=O)=O)=CC=1. The yield is 0.830. The catalyst is CC(C)=O.CC(=O)OCC. (3) The reactants are Br[C:2]1[CH:12]=[CH:11][CH:10]=[C:4]2[C:5]([O:7][C:8](=[O:9])[C:3]=12)=[O:6].C(N(CC)CC)C.[CH:20]#[C:21][CH3:22]. The catalyst is Cl[Pd](Cl)([P](C1C=CC=CC=1)(C1C=CC=CC=1)C1C=CC=CC=1)[P](C1C=CC=CC=1)(C1C=CC=CC=1)C1C=CC=CC=1.[Cu]I.C1(P(C2C=CC=CC=2)C2C=CC=CC=2)C=CC=CC=1.C1(C)C=CC=CC=1. The product is [C:20]([C:12]1[CH:2]=[C:3]2[C:4](=[CH:10][CH:11]=1)[C:5](=[O:6])[O:7][C:8]2=[O:9])#[C:21][CH3:22]. The yield is 0.980. (4) The reactants are [Cl-].[CH3:2][O:3][C:4](=[O:11])[CH2:5][CH2:6][CH2:7][NH+:8]([CH3:10])[CH3:9].C([O-])([O-])=O.[K+].[K+]. The catalyst is ClCCl. The product is [CH3:9][N:8]([CH3:10])[CH2:7][CH2:6][CH2:5][C:4]([O:3][CH3:2])=[O:11]. The yield is 0.660. (5) The reactants are [CH2:1]([NH:3][C@@H:4]1[CH2:8][CH2:7][N:6]([C:9]2[C:14]([C:15]([O:17][CH:18]([CH3:20])[CH3:19])=[O:16])=[CH:13][CH:12]=[CH:11][N:10]=2)[CH2:5]1)[CH3:2].Br[CH2:22][C:23]1[CH:30]=[CH:29][C:26]([CH:27]=[O:28])=[CH:25][CH:24]=1.C([O-])([O-])=O.[K+].[K+]. The catalyst is CC(C)=O. The product is [CH2:1]([N:3]([CH2:22][C:23]1[CH:30]=[CH:29][C:26]([CH:27]=[O:28])=[CH:25][CH:24]=1)[C@@H:4]1[CH2:8][CH2:7][N:6]([C:9]2[C:14]([C:15]([O:17][CH:18]([CH3:19])[CH3:20])=[O:16])=[CH:13][CH:12]=[CH:11][N:10]=2)[CH2:5]1)[CH3:2]. The yield is 0.660.